Task: Predict which catalyst facilitates the given reaction.. Dataset: Catalyst prediction with 721,799 reactions and 888 catalyst types from USPTO (1) Reactant: [F:1][C:2]([F:18])([F:17])[C:3]1[CH:8]=[CH:7][C:6]([C:9]2[N:14]=[C:13]([CH:15]=[O:16])[CH:12]=[CH:11][CH:10]=2)=[CH:5][CH:4]=1.[Mg].Br[CH2:21][CH2:22][CH:23]([CH3:25])[CH3:24]. Product: [CH3:24][CH:23]([CH3:25])[CH2:22][CH2:21][CH:15]([C:13]1[CH:12]=[CH:11][CH:10]=[C:9]([C:6]2[CH:5]=[CH:4][C:3]([C:2]([F:17])([F:1])[F:18])=[CH:8][CH:7]=2)[N:14]=1)[OH:16]. The catalyst class is: 28. (2) Reactant: [CH3:1][O:2][C:3](=[O:13])[C@@H:4]([NH2:12])[CH2:5][CH:6]1[CH2:11][CH2:10][CH2:9][CH2:8][CH2:7]1.C(N(CC)C(C)C)(C)C.C([O:25][C:26](=O)/[CH:27]=[C:28](/[O:31][C:32]1[CH:37]=[CH:36][CH:35]=[CH:34][CH:33]=1)\[CH2:29]Br)C. Product: [CH3:1][O:2][C:3](=[O:13])[C@@H:4]([N:12]1[CH2:29][C:28]([O:31][C:32]2[CH:37]=[CH:36][CH:35]=[CH:34][CH:33]=2)=[CH:27][C:26]1=[O:25])[CH2:5][CH:6]1[CH2:11][CH2:10][CH2:9][CH2:8][CH2:7]1. The catalyst class is: 9. (3) Reactant: [Br:1][C:2]1[CH:7]=[CH:6][C:5]([C:8]([N:15]2[C:23]3[C:18](=[C:19]([NH:24][C:25]([O:27][C:28]([CH3:31])([CH3:30])[CH3:29])=[O:26])[CH:20]=[CH:21][CH:22]=3)[CH:17]=[N:16]2)([CH2:13][CH3:14])[C:9](OC)=[O:10])=[CH:4][CH:3]=1.[Li+].[BH4-]. Product: [Br:1][C:2]1[CH:7]=[CH:6][C:5]([C:8]([N:15]2[C:23]3[C:18](=[C:19]([NH:24][C:25](=[O:26])[O:27][C:28]([CH3:31])([CH3:30])[CH3:29])[CH:20]=[CH:21][CH:22]=3)[CH:17]=[N:16]2)([CH2:13][CH3:14])[CH2:9][OH:10])=[CH:4][CH:3]=1. The catalyst class is: 1. (4) The catalyst class is: 14. Product: [CH2:12]([C:8]1[NH:9][C:10](=[O:11])[C:5]([C:3]2[N:30]=[C:29]([CH2:28][S:25]([C:21]3[S:20][CH:24]=[CH:23][CH:22]=3)(=[O:27])=[O:26])[S:31][CH:2]=2)=[CH:6][C:7]=1[C:15]([O:17][CH2:18][CH3:19])=[O:16])[CH2:13][CH3:14]. Reactant: Br[CH2:2][C:3]([C:5]1[C:10](=[O:11])[NH:9][C:8]([CH2:12][CH2:13][CH3:14])=[C:7]([C:15]([O:17][CH2:18][CH3:19])=[O:16])[CH:6]=1)=O.[S:20]1[CH:24]=[CH:23][CH:22]=[C:21]1[S:25]([CH2:28][C:29](=[S:31])[NH2:30])(=[O:27])=[O:26].